From a dataset of Reaction yield outcomes from USPTO patents with 853,638 reactions. Predict the reaction yield, written as a fraction of the theoretical maximum amount of product (1.0 means a 100% yield; for example, 0.34 means a 34% yield). (1) The reactants are Br[C:2]1[S:6][C:5]([CH:7]=[O:8])=[CH:4][CH:3]=1.[N:9]1([C:15]([O:17][C:18]([CH3:21])([CH3:20])[CH3:19])=[O:16])[CH2:14][CH2:13][NH:12][CH2:11][CH2:10]1.C(N(C(C)C)C(C)C)C. The catalyst is CS(C)=O. The product is [CH:7]([C:5]1[S:6][C:2]([N:12]2[CH2:11][CH2:10][N:9]([C:15]([O:17][C:18]([CH3:21])([CH3:20])[CH3:19])=[O:16])[CH2:14][CH2:13]2)=[CH:3][CH:4]=1)=[O:8]. The yield is 0.730. (2) The reactants are [C:1]([O:4][C@@H:5]1[C@@H:12]([O:13][C:14](=[O:16])[CH3:15])[C@H:11]([O:17][C:18](=[O:20])[CH3:19])[C@@H:10]([CH2:21][N:22]=[N+:23]=[N-:24])[O:9][C@@H:6]1OC)(=[O:3])[CH3:2].S(=O)(=O)(O)O.[C:30]([OH:33])(=[O:32])[CH3:31]. The catalyst is C(OC(=O)C)(=O)C. The product is [C:30]([O:33][C@H:6]1[O:9][C@H:10]([CH2:21][N:22]=[N+:23]=[N-:24])[C@@H:11]([O:17][C:18](=[O:20])[CH3:19])[C@H:12]([O:13][C:14](=[O:16])[CH3:15])[C@H:5]1[O:4][C:1](=[O:3])[CH3:2])(=[O:32])[CH3:31]. The yield is 0.820. (3) The yield is 0.640. The catalyst is FC(F)(F)C(O)=O. The reactants are C([O:5][C:6]1[CH:7]=[C:8]([C:12]2[C:13]3[CH2:26][CH2:25][N:24]([C:27](=[O:29])[CH3:28])[C:14]=3[N:15]=[C:16]([N:18]3[CH2:23][CH2:22][O:21][CH2:20][CH2:19]3)[N:17]=2)[CH:9]=[CH:10][CH:11]=1)(C)(C)C. The product is [OH:5][C:6]1[CH:7]=[C:8]([C:12]2[C:13]3[CH2:26][CH2:25][N:24]([C:27](=[O:29])[CH3:28])[C:14]=3[N:15]=[C:16]([N:18]3[CH2:19][CH2:20][O:21][CH2:22][CH2:23]3)[N:17]=2)[CH:9]=[CH:10][CH:11]=1. (4) The reactants are [CH3:1][C:2]1[CH:14]=[CH:13][C:12]2[C:11]3[C:6](=[CH:7][CH:8]=[CH:9][CH:10]=3)[NH:5][C:4]=2[C:3]=1OC(C1C=CC=CC=1)(C1C=CC=CC=1)C1C=CC=CC=1.[OH-].[Na+].Br[CH2:38][CH2:39][CH2:40][CH2:41][CH2:42][CH3:43].Cl.C([O-])(O)=[O:46].[Na+]. The catalyst is S([O-])(O)(=O)=O.C([N+](CCCC)(CCCC)CCCC)CCC.ClCCl.CO.O.CC(C)=O. The product is [CH2:38]([N:5]1[C:4]2[CH:3]=[C:2]([CH2:1][OH:46])[CH:14]=[CH:13][C:12]=2[C:11]2[C:6]1=[CH:7][CH:8]=[CH:9][CH:10]=2)[CH2:39][CH2:40][CH2:41][CH2:42][CH3:43]. The yield is 0.900. (5) The reactants are [F:1][C:2]1[C:12]([F:13])=[C:11]([F:14])[CH:10]=[CH:9][C:3]=1[NH:4][C@@H:5]([CH3:8])[CH2:6][OH:7].C(O[CH:18]=[C:19]([C:25]([O:27][CH2:28][CH3:29])=[O:26])[C:20]([O:22][CH2:23][CH3:24])=[O:21])C.C(=O)([O-])[O-].[K+].[K+]. The catalyst is [Cl-].C([N+](CCCCCC)(CCCCCC)CCCCCC)CCCCC.ClCCl. The product is [F:1][C:2]1[C:12]([F:13])=[C:11]([F:14])[CH:10]=[CH:9][C:3]=1[N:4]([CH:18]=[C:19]([C:20]([O:22][CH2:23][CH3:24])=[O:21])[C:25]([O:27][CH2:28][CH3:29])=[O:26])[C@@H:5]([CH3:8])[CH2:6][OH:7]. The yield is 0.780. (6) The yield is 0.650. The product is [C:12]([C:13]1[CH:14]=[C:15]([NH2:16])[N:9]([C:4]2[CH:5]=[CH:6][CH:7]=[CH:8][C:3]=2[Cl:2])[N:10]=1)([CH3:19])([CH3:18])[CH3:11]. The reactants are Cl.[Cl:2][C:3]1[CH:8]=[CH:7][CH:6]=[CH:5][C:4]=1[NH:9][NH2:10].[CH3:11][C:12]([CH3:19])([CH3:18])[C:13](=O)[CH2:14][C:15]#[N:16]. No catalyst specified. (7) The reactants are [O:1]1[C:5]2[CH:6]=[CH:7][C:8]([C:10]3[CH:15]=[CH:14][C:13]([N:16]4[C:20]([CH2:21][C@@H:22]5[CH2:26][CH2:25][N:24]([C:27]([CH:29]6[CH2:31][CH2:30]6)=[O:28])[CH2:23]5)=[N:19][NH:18][C:17]4=[O:32])=[CH:12][CH:11]=3)=[CH:9][C:4]=2[CH:3]=[CH:2]1.C(=O)([O-])[O-].[K+].[K+].Cl[CH2:40][CH2:41][OH:42]. The catalyst is CN(C)C=O. The product is [O:1]1[C:5]2[CH:6]=[CH:7][C:8]([C:10]3[CH:11]=[CH:12][C:13]([N:16]4[C:20]([CH2:21][C@@H:22]5[CH2:26][CH2:25][N:24]([C:27]([CH:29]6[CH2:30][CH2:31]6)=[O:28])[CH2:23]5)=[N:19][N:18]([CH2:40][CH2:41][OH:42])[C:17]4=[O:32])=[CH:14][CH:15]=3)=[CH:9][C:4]=2[CH:3]=[CH:2]1. The yield is 0.670.